This data is from Peptide-MHC class I binding affinity with 185,985 pairs from IEDB/IMGT. The task is: Regression. Given a peptide amino acid sequence and an MHC pseudo amino acid sequence, predict their binding affinity value. This is MHC class I binding data. (1) The peptide sequence is AAISSEATTPV. The MHC is Patr-A0901 with pseudo-sequence Patr-A0901. The binding affinity (normalized) is 0.769. (2) The peptide sequence is LIYRRRLMK. The MHC is HLA-A03:01 with pseudo-sequence HLA-A03:01. The binding affinity (normalized) is 0.842. (3) The peptide sequence is IPLTEEAEL. The MHC is HLA-B35:03 with pseudo-sequence HLA-B35:03. The binding affinity (normalized) is 0.643.